Predict the reactants needed to synthesize the given product. From a dataset of Full USPTO retrosynthesis dataset with 1.9M reactions from patents (1976-2016). The reactants are: [BH4-].[Na+].[O:3]=[C:4]1[CH2:10][CH:9]2[N:11]([C:12]([O:14][C:15]([CH3:18])([CH3:17])[CH3:16])=[O:13])[CH:6]([CH2:7][CH2:8]2)[CH2:5]1. Given the product [OH:3][CH:4]1[CH2:5][CH:6]2[N:11]([C:12]([O:14][C:15]([CH3:18])([CH3:17])[CH3:16])=[O:13])[CH:9]([CH2:8][CH2:7]2)[CH2:10]1, predict the reactants needed to synthesize it.